The task is: Regression. Given a peptide amino acid sequence and an MHC pseudo amino acid sequence, predict their binding affinity value. This is MHC class I binding data.. This data is from Peptide-MHC class I binding affinity with 185,985 pairs from IEDB/IMGT. The peptide sequence is TISVVTLLCV. The MHC is HLA-A02:01 with pseudo-sequence HLA-A02:01. The binding affinity (normalized) is 0.248.